This data is from Reaction yield outcomes from USPTO patents with 853,638 reactions. The task is: Predict the reaction yield, written as a fraction of the theoretical maximum amount of product (1.0 means a 100% yield; for example, 0.34 means a 34% yield). (1) The reactants are [CH:1]1([O:6][C:7]2[CH:8]=[C:9]([CH:15]3[CH2:19][NH:18][C:17](=[O:20])[CH2:16]3)[CH:10]=[CH:11][C:12]=2[O:13][CH3:14])[CH2:5][CH2:4][CH2:3][CH2:2]1.[H-].[Na+].[F:23][C:24]1[C:31]([F:32])=[CH:30][CH:29]=[CH:28][C:25]=1[CH2:26]Br.C(OCC)(=O)C. The catalyst is CN(C)C=O.C1OCCOCCOCCOCCOC1.O1CCCC1. The product is [F:23][C:24]1[C:31]([F:32])=[CH:30][CH:29]=[CH:28][C:25]=1[CH2:26][N:18]1[CH2:19][CH:15]([C:9]2[CH:10]=[CH:11][C:12]([O:13][CH3:14])=[C:7]([O:6][CH:1]3[CH2:2][CH2:3][CH2:4][CH2:5]3)[CH:8]=2)[CH2:16][C:17]1=[O:20]. The yield is 0.700. (2) The catalyst is C1COCC1. The product is [CH3:24][O:23][C:20]1[CH:19]=[CH:18][C:17]([C:14]2[S:15][CH:16]=[C:12]([CH2:10][OH:9])[N:13]=2)=[CH:22][CH:21]=1. The reactants are [H-].[H-].[H-].[H-].[Li+].[Al+3].C([O:9][C:10]([C:12]1[N:13]=[C:14]([C:17]2[CH:22]=[CH:21][C:20]([O:23][CH3:24])=[CH:19][CH:18]=2)[S:15][CH:16]=1)=O)C.O.[OH-].[Na+]. The yield is 0.640. (3) The reactants are [C:1](Cl)(=[O:3])[CH3:2].[CH3:5][C:6]1[CH:34]=[CH:33][C:9]([CH2:10][N:11]2[C:19]3[C:14](=[CH:15][C:16]([C:20]4[CH:25]=[CH:24][C:23]([O:26][C:27]([F:30])([F:29])[F:28])=[CH:22][CH:21]=4)=[CH:17][CH:18]=3)[CH:13]=[C:12]2[CH2:31][OH:32])=[CH:8][CH:7]=1.C(N(CC)C(C)C)(C)C. The catalyst is C(Cl)Cl. The product is [C:1]([O:32][CH2:31][C:12]1[N:11]([CH2:10][C:9]2[CH:8]=[CH:7][C:6]([CH3:5])=[CH:34][CH:33]=2)[C:19]2[C:14]([CH:13]=1)=[CH:15][C:16]([C:20]1[CH:25]=[CH:24][C:23]([O:26][C:27]([F:29])([F:30])[F:28])=[CH:22][CH:21]=1)=[CH:17][CH:18]=2)(=[O:3])[CH3:2]. The yield is 0.996.